From a dataset of Reaction yield outcomes from USPTO patents with 853,638 reactions. Predict the reaction yield, written as a fraction of the theoretical maximum amount of product (1.0 means a 100% yield; for example, 0.34 means a 34% yield). (1) The reactants are Cl[C:2]1[CH:7]=[N:6][CH:5]=[C:4]([Cl:8])[N:3]=1.C(=O)([O-])[O-].[Na+].[Na+].[C:15]1(B(O)O)[CH:20]=[CH:19][CH:18]=[CH:17][CH:16]=1.C(Cl)Cl. The catalyst is C(OCC)(=O)C.C1C=CC(P(C2C=CC=CC=2)[C-]2C=CC=C2)=CC=1.C1C=CC(P(C2C=CC=CC=2)[C-]2C=CC=C2)=CC=1.Cl[Pd]Cl.[Fe+2].COCCOC. The product is [Cl:8][C:4]1[CH:5]=[N:6][CH:7]=[C:2]([C:15]2[CH:20]=[CH:19][CH:18]=[CH:17][CH:16]=2)[N:3]=1. The yield is 0.750. (2) The reactants are [Cl:1][C:2]1[CH:7]=[CH:6][CH:5]=[C:4]([Cl:8])[C:3]=1[C:9]1[C:13]([CH2:14][O:15][C:16]2[CH:21]=[CH:20][C:19]([C:22]3[CH:23]=[C:24]4[C:29](=[CH:30][CH:31]=3)[O:28][C:27]([C:32]([O:34]CC)=[O:33])=[CH:26][C:25]4=[O:37])=[CH:18][CH:17]=2)=[C:12]([CH:38]([CH3:40])[CH3:39])[O:11][N:10]=1.C(=O)(O)[O-].[Na+].ClCCl. The catalyst is O1CCCC1.C(O)C. The product is [Cl:8][C:4]1[CH:5]=[CH:6][CH:7]=[C:2]([Cl:1])[C:3]=1[C:9]1[C:13]([CH2:14][O:15][C:16]2[CH:21]=[CH:20][C:19]([C:22]3[CH:23]=[C:24]4[C:29](=[CH:30][CH:31]=3)[O:28][C:27]([C:32]([OH:34])=[O:33])=[CH:26][C:25]4=[O:37])=[CH:18][CH:17]=2)=[C:12]([CH:38]([CH3:40])[CH3:39])[O:11][N:10]=1. The yield is 0.230. (3) The reactants are [CH:1]1([CH2:7][N:8]2[C:12]([C:13]3[N:21]4[C:16]([CH:17]=[CH:18][CH:19]=[CH:20]4)=[C:15]([S:22]([N:25]4[CH2:30][CH2:29][CH2:28][CH2:27][CH2:26]4)(=[O:24])=[O:23])[CH:14]=3)=[CH:11][C:10]([C:31]([O:33]CC)=[O:32])=[C:9]2[CH3:36])[CH2:6][CH2:5][CH2:4][CH2:3][CH2:2]1.CC([O-])(C)C.[K+].Cl. The catalyst is CS(C)=O.O. The product is [CH:1]1([CH2:7][N:8]2[C:12]([C:13]3[N:21]4[C:16]([CH:17]=[CH:18][CH:19]=[CH:20]4)=[C:15]([S:22]([N:25]4[CH2:30][CH2:29][CH2:28][CH2:27][CH2:26]4)(=[O:24])=[O:23])[CH:14]=3)=[CH:11][C:10]([C:31]([OH:33])=[O:32])=[C:9]2[CH3:36])[CH2:2][CH2:3][CH2:4][CH2:5][CH2:6]1. The yield is 0.800. (4) The reactants are [F:1][C:2]([F:24])([F:23])[O:3][C:4]1[CH:9]=[CH:8][C:7]([N:10]2[CH:14]=[N:13][C:12]([C:15]3[CH:20]=[CH:19][C:18]([CH2:21][NH2:22])=[CH:17][CH:16]=3)=[N:11]2)=[CH:6][CH:5]=1.[C:25](=[O:36])(OC(Cl)(Cl)Cl)OC(Cl)(Cl)Cl.C([O-])(=O)C.[Na+].[CH2:42]([C:44]1[CH:49]=[CH:48][CH:47]=[CH:46][C:45]=1[NH:50][C:51]([NH2:53])=[S:52])[CH3:43].C(=O)([O-])[O-].[Cs+].[Cs+]. The catalyst is ClCCl.O.C(#N)C. The product is [CH2:42]([C:44]1[CH:49]=[CH:48][CH:47]=[CH:46][C:45]=1[NH:50][C:51]([NH:53][C:25]([NH:22][CH2:21][C:18]1[CH:19]=[CH:20][C:15]([C:12]2[N:13]=[CH:14][N:10]([C:7]3[CH:6]=[CH:5][C:4]([O:3][C:2]([F:1])([F:23])[F:24])=[CH:9][CH:8]=3)[N:11]=2)=[CH:16][CH:17]=1)=[O:36])=[S:52])[CH3:43]. The yield is 0.160.